The task is: Predict the product of the given reaction.. This data is from Forward reaction prediction with 1.9M reactions from USPTO patents (1976-2016). (1) Given the reactants [CH2:1]([O:8][N:9]1[C:15](=[O:16])[N:14]2[CH2:17][C@H:10]1[CH2:11][CH2:12][C@H:13]2[CH:18]=O)[C:2]1[CH:7]=[CH:6][CH:5]=[CH:4][CH:3]=1.Cl.[NH2:21][OH:22].N1C=CC=CC=1, predict the reaction product. The product is: [CH2:1]([O:8][N:9]1[C:15](=[O:16])[N:14]2[CH2:17][CH:10]1[CH2:11][CH2:12][CH:13]2/[CH:18]=[N:21]/[OH:22])[C:2]1[CH:3]=[CH:4][CH:5]=[CH:6][CH:7]=1. (2) Given the reactants [CH2:1]([O:3][C:4]([C:6]1[C:10]2[N:11]=[CH:12][N:13]=[C:14](Cl)[C:9]=2[NH:8][CH:7]=1)=[O:5])[CH3:2].[CH:16]1([CH2:19][O:20][C:21]2[CH:26]=[CH:25][CH:24]=[CH:23][C:22]=2B2OC(C)(C)C(C)(C)O2)[CH2:18][CH2:17]1, predict the reaction product. The product is: [CH2:1]([O:3][C:4]([C:6]1[C:10]2[N:11]=[CH:12][N:13]=[C:14]([C:26]3[CH:25]=[CH:24][CH:23]=[CH:22][C:21]=3[O:20][CH2:19][CH:16]3[CH2:17][CH2:18]3)[C:9]=2[NH:8][CH:7]=1)=[O:5])[CH3:2]. (3) Given the reactants [CH3:1][C:2]1[S:3][C:4]([C:10]2[CH:15]=[CH:14][C:13]([F:16])=[CH:12][CH:11]=2)=[C:5]([C:7](Cl)=[O:8])[N:6]=1.[Br:17][C:18]1[C:26]2[N:25]=[C:24]([CH2:27][CH:28]3[CH2:33][CH2:32][CH2:31][CH2:30][NH:29]3)[NH:23][C:22]=2[CH:21]=[CH:20][CH:19]=1.C(N(CC)CC)C, predict the reaction product. The product is: [Br:17][C:18]1[C:26]2[N:25]=[C:24]([CH2:27][CH:28]3[CH2:33][CH2:32][CH2:31][CH2:30][N:29]3[C:7]([C:5]3[N:6]=[C:2]([CH3:1])[S:3][C:4]=3[C:10]3[CH:15]=[CH:14][C:13]([F:16])=[CH:12][CH:11]=3)=[O:8])[NH:23][C:22]=2[CH:21]=[CH:20][CH:19]=1. (4) Given the reactants [NH2:1][C:2]1[CH:7]=[CH:6][C:5]([S:8]([N:11]([CH2:17][C:18]2[CH:23]=[CH:22][C:21]([O:24][CH3:25])=[CH:20][CH:19]=2)[C:12]2[S:13][CH:14]=[CH:15][N:16]=2)(=[O:10])=[O:9])=[CH:4][C:3]=1[OH:26].C([O-])([O-])=O.[K+].[K+].Cl[CH:34]([CH3:38])[C:35](Cl)=[O:36], predict the reaction product. The product is: [CH3:25][O:24][C:21]1[CH:22]=[CH:23][C:18]([CH2:17][N:11]([C:12]2[S:13][CH:14]=[CH:15][N:16]=2)[S:8]([C:5]2[CH:6]=[CH:7][C:2]3[NH:1][C:35](=[O:36])[CH:34]([CH3:38])[O:26][C:3]=3[CH:4]=2)(=[O:9])=[O:10])=[CH:19][CH:20]=1. (5) Given the reactants C(OC([NH:8][CH2:9][CH2:10][CH2:11][NH:12][C:13](=[O:17])[C:14]([CH3:16])=[CH2:15])=O)(C)(C)C.C1C2NC3C(=CC=CC=3)SC=2C=CC=1.[ClH:32].CO, predict the reaction product. The product is: [ClH:32].[NH2:8][CH2:9][CH2:10][CH2:11][NH:12][C:13](=[O:17])[C:14]([CH3:16])=[CH2:15]. (6) Given the reactants [CH2:1]([NH:3][C:4]1[S:5][C@H:6]2[O:12][C@H:11]([C:13](N(OC)C)=[O:14])[C@@H:10]([OH:19])[C@H:9]([OH:20])[C@H:7]2[N:8]=1)[CH3:2].C([AlH]CC(C)C)C(C)C, predict the reaction product. The product is: [CH2:1]([NH:3][C:4]1[S:5][C@H:6]2[O:12][C@H:11]([CH:13]=[O:14])[C@@H:10]([OH:19])[C@H:9]([OH:20])[C@H:7]2[N:8]=1)[CH3:2]. (7) Given the reactants [Br:1][C:2]1[CH:3]=[CH:4][C:5]2[NH:9][S:8](=[O:11])(=[O:10])[N:7]([CH3:12])[C:6]=2[CH:13]=1.C([O-])([O-])=O.[K+].[K+].[CH3:20][Si:21]([CH2:24][CH2:25][O:26][CH2:27]Cl)([CH3:23])[CH3:22], predict the reaction product. The product is: [Br:1][C:2]1[CH:3]=[CH:4][C:5]2[N:9]([CH2:27][O:26][CH2:25][CH2:24][Si:21]([CH3:23])([CH3:22])[CH3:20])[S:8](=[O:11])(=[O:10])[N:7]([CH3:12])[C:6]=2[CH:13]=1. (8) Given the reactants [C:1]([C:3]1[CH:4]=[C:5]([CH:17]=[CH:18][CH:19]=1)[CH2:6][N:7]1[CH:11]([C:12]([OH:14])=O)[CH2:10][CH2:9][S:8]1(=[O:16])=[O:15])#[N:2].N[C@@H:21]([CH2:25]CSSCC[C@H](N)C(O)=O)[C:22](O)=O.CN(C(ON1N=[N:51][C:46]2[CH:47]=[CH:48][CH:49]=[CH:50][C:45]1=2)=[N+](C)C)C.[B-](F)(F)(F)F.[CH:58](N(C(C)C)CC)(C)C, predict the reaction product. The product is: [CH3:58][C@@H:45]1[C@@H:46]([NH:51][C:12]([CH:11]2[CH2:10][CH2:9][S:8](=[O:16])(=[O:15])[N:7]2[CH2:6][C:5]2[CH:17]=[CH:18][CH:19]=[C:3]([C:1]#[N:2])[CH:4]=2)=[O:14])[CH2:47][C@H:48]2[CH2:49][C@@H:50]1[C:21]2([CH3:25])[CH3:22].